Task: Predict the reactants needed to synthesize the given product.. Dataset: Full USPTO retrosynthesis dataset with 1.9M reactions from patents (1976-2016) (1) The reactants are: [F:1][C:2]([F:32])([F:31])[C:3]1[CH:4]=[C:5]([CH:24]=[C:25]([C:27]([F:30])([F:29])[F:28])[CH:26]=1)[CH2:6][O:7][CH2:8][C:9]1([C:18]2[CH:23]=[CH:22][CH:21]=[CH:20][CH:19]=2)[CH2:16][CH2:15][CH2:14][NH:13][C:12](=O)[CH2:11][CH2:10]1.B.C1COCC1.CO.Cl. Given the product [F:31][C:2]([F:1])([F:32])[C:3]1[CH:4]=[C:5]([CH:24]=[C:25]([C:27]([F:30])([F:29])[F:28])[CH:26]=1)[CH2:6][O:7][CH2:8][C:9]1([C:18]2[CH:23]=[CH:22][CH:21]=[CH:20][CH:19]=2)[CH2:10][CH2:11][CH2:12][NH:13][CH2:14][CH2:15][CH2:16]1, predict the reactants needed to synthesize it. (2) Given the product [CH2:3]([N:12]1[C:13]2[CH:1]=[CH:2][C:3]([C:14]([NH:17][N:18]3[CH2:23][CH2:22][CH2:21][CH2:20][CH2:19]3)=[O:16])=[CH:4][C:5]=2[C:6]2[C:11]1=[CH:10][CH:9]=[CH:8][CH:7]=2)[CH2:2][CH2:1][CH2:13][CH3:5], predict the reactants needed to synthesize it. The reactants are: [CH:1]1[C:13]2[NH:12][C:11]3[C:6](=[CH:7][CH:8]=[CH:9][CH:10]=3)[C:5]=2[CH:4]=[C:3]([C:14]([OH:16])=O)[CH:2]=1.[NH2:17][N:18]1[CH2:23][CH2:22][CH2:21][CH2:20][CH2:19]1. (3) Given the product [C:1]([O:5][C:6](=[O:29])[N:7]([C:17]1[S:21][N:20]=[C:19]([C:35]2[CH:36]=[CH:37][CH:38]=[C:33]([O:32][C:31]([F:30])([F:42])[F:43])[CH:34]=2)[N:18]=1)[CH2:8][C:9]1[CH:10]=[CH:11][C:12]([O:15][CH3:16])=[CH:13][CH:14]=1)([CH3:3])([CH3:2])[CH3:4], predict the reactants needed to synthesize it. The reactants are: [C:1]([O:5][C:6](=[O:29])[N:7]([C:17]1[S:21][N:20]=[C:19](SCC(=O)N(C)C)[N:18]=1)[CH2:8][C:9]1[CH:14]=[CH:13][C:12]([O:15][CH3:16])=[CH:11][CH:10]=1)([CH3:4])([CH3:3])[CH3:2].[F:30][C:31]([F:43])([F:42])[O:32][C:33]1[CH:34]=[C:35](B(O)O)[CH:36]=[CH:37][CH:38]=1. (4) The reactants are: [NH2:1][C:2]1[CH:17]=[CH:16][C:5]([C:6]([N:8]2[CH2:12][CH2:11][CH:10]([N:13]([CH3:15])[CH3:14])[CH2:9]2)=[O:7])=[CH:4][CH:3]=1.Br[C:19]1[C:23]2[CH:24]=[CH:25][CH:26]=[CH:27][C:22]=2[S:21][CH:20]=1.CC(C)([O-])C.[Na+]. Given the product [S:21]1[C:22]2[CH:27]=[CH:26][CH:25]=[CH:24][C:23]=2[C:19]([NH:1][C:2]2[CH:17]=[CH:16][C:5]([C:6]([N:8]3[CH2:12][CH2:11][CH:10]([N:13]([CH3:14])[CH3:15])[CH2:9]3)=[O:7])=[CH:4][CH:3]=2)=[CH:20]1, predict the reactants needed to synthesize it. (5) Given the product [Cl:19][CH2:7][C:8]1[CH:13]=[C:12]([O:14][CH3:15])[C:11]([N+:16]([O-:18])=[O:17])=[CH:10][N:9]=1, predict the reactants needed to synthesize it. The reactants are: C(OC(=O)[CH:7]([Cl:19])[C:8]1[CH:13]=[C:12]([O:14][CH3:15])[C:11]([N+:16]([O-:18])=[O:17])=[CH:10][N:9]=1)(C)(C)C. (6) Given the product [C:24]([C:22]1[CH:21]=[CH:20][N:19]=[C:18]([C:16]2[N:15]=[CH:14][N:13]([CH2:12][CH2:11][C:1]3[C:10]4[C:5](=[CH:6][CH:7]=[CH:8][CH:9]=4)[CH:4]=[CH:3][CH:2]=3)[CH:17]=2)[CH:23]=1)#[CH:26], predict the reactants needed to synthesize it. The reactants are: [C:1]1([CH2:11][CH2:12][N:13]2[CH:17]=[C:16]([C:18]3[CH:23]=[C:22]([CH:24]=O)[CH:21]=[CH:20][N:19]=3)[N:15]=[CH:14]2)[C:10]2[C:5](=[CH:6][CH:7]=[CH:8][CH:9]=2)[CH:4]=[CH:3][CH:2]=1.[C:26]([O-])([O-])=O.[K+].[K+].COP(C(=[N+]=[N-])C(=O)C)(=O)OC. (7) Given the product [NH2:9][C:8]1[O:19][C:18]2[C:25]([CH:6]([C:5]3[CH:4]=[C:3]([O:2][CH3:1])[C:14]([O:15][CH3:16])=[C:13]([Br:17])[CH:12]=3)[C:7]=1[C:10]#[N:11])=[CH:24][CH:23]=[C:21]([OH:22])[CH:20]=2, predict the reactants needed to synthesize it. The reactants are: [CH3:1][O:2][C:3]1[CH:4]=[C:5]([CH:12]=[C:13]([Br:17])[C:14]=1[O:15][CH3:16])[CH:6]=[C:7]([C:10]#[N:11])[C:8]#[N:9].[C:18]1([CH:25]=[CH:24][CH:23]=[C:21]([OH:22])[CH:20]=1)[OH:19].N1CCCCC1. (8) Given the product [OH:57][C:49]1[C:48]([CH2:47][NH:46][C:12](=[O:14])[C:11]2[CH:10]=[CH:9][C:8]([O:1][C:2]3[CH:3]=[CH:4][CH:5]=[CH:6][CH:7]=3)=[CH:16][CH:15]=2)=[C:53]([O:54][CH3:55])[CH:52]=[C:51]([CH3:56])[N:50]=1, predict the reactants needed to synthesize it. The reactants are: [O:1]([C:8]1[CH:16]=[CH:15][C:11]([C:12]([OH:14])=O)=[CH:10][CH:9]=1)[C:2]1[CH:7]=[CH:6][CH:5]=[CH:4][CH:3]=1.ON1C2C=CC=CC=2N=N1.Cl.CN(C)CCCN=C=NCC.C(N(CC)CC)C.[NH2:46][CH2:47][C:48]1[C:49]([OH:57])=[N:50][C:51]([CH3:56])=[CH:52][C:53]=1[O:54][CH3:55]. (9) Given the product [CH3:7][O:8][C:9]1[CH:10]=[C:11]([P:19]([Cl:2])(=[O:36])[O:20][CH2:21][C:22]2[CH:27]=[CH:26][CH:25]=[CH:24][CH:23]=2)[CH:12]=[C:13]([O:17][CH3:18])[C:14]=1[O:15][CH3:16], predict the reactants needed to synthesize it. The reactants are: P(Cl)(Cl)(Cl)(Cl)[Cl:2].[CH3:7][O:8][C:9]1[CH:10]=[C:11]([P:19](=[O:36])(OCC2C=CC=CC=2)[O:20][CH2:21][C:22]2[CH:27]=[CH:26][CH:25]=[CH:24][CH:23]=2)[CH:12]=[C:13]([O:17][CH3:18])[C:14]=1[O:15][CH3:16].